From a dataset of Serine/threonine kinase 33 screen with 319,792 compounds. Binary Classification. Given a drug SMILES string, predict its activity (active/inactive) in a high-throughput screening assay against a specified biological target. (1) The drug is O=C(N1CCCc2c1cccc2)COC(=O)COc1ccccc1. The result is 0 (inactive). (2) The molecule is S1(=O)(=O)CC(N(CCCC)C(=O)c2cc(S(=O)(=O)N3CCCCC3)ccc2)CC1. The result is 0 (inactive). (3) The molecule is S(=O)(=O)(NNC(=O)C1Oc2c(OC1)cccc2)c1ccc(cc1)C. The result is 0 (inactive).